From a dataset of Full USPTO retrosynthesis dataset with 1.9M reactions from patents (1976-2016). Predict the reactants needed to synthesize the given product. (1) Given the product [CH3:21][CH:20]([CH3:22])[CH2:19][O:18][C:16]([C:2]1[C:3](=[O:4])[N:5]([CH2:6][C:7]2[C:8]([Cl:15])=[CH:9][C:10]([OH:14])=[CH:11][C:12]=2[Cl:13])[N:25]2[CH2:26][CH2:27][CH2:28][C@:24]2([CH3:23])[C:29]=1[OH:31])=[O:17], predict the reactants needed to synthesize it. The reactants are: C[C@@H:2]([C:16]([O:18][CH2:19][CH:20]([CH3:22])[CH3:21])=[O:17])[C:3]([NH:5][CH2:6][C:7]1[C:12]([Cl:13])=[CH:11][C:10]([OH:14])=[CH:9][C:8]=1[Cl:15])=[O:4].[CH3:23][C:24]1([C:29]([O-:31])=O)[CH2:28][CH2:27][CH2:26][NH:25]1. (2) The reactants are: [Br:1][C:2]1[C:3]([F:10])=[C:4]([NH2:9])[CH:5]=[CH:6][C:7]=1[Cl:8].C(O[CH:14]=[C:15]([C:21]([O:23][CH2:24][CH3:25])=[O:22])[C:16]([O:18][CH2:19][CH3:20])=[O:17])C. Given the product [Br:1][C:2]1[C:3]([F:10])=[C:4]([NH:9][CH:14]=[C:15]([C:16]([O:18][CH2:19][CH3:20])=[O:17])[C:21]([O:23][CH2:24][CH3:25])=[O:22])[CH:5]=[CH:6][C:7]=1[Cl:8], predict the reactants needed to synthesize it. (3) The reactants are: [F:1][C:2]1[CH:3]=[C:4](B(O)O)[CH:5]=[CH:6][C:7]=1[F:8].C([O:15][C@@H:16]1[C@@H:29]([O:30]C(=O)C)[C@H:28]([O:34]C(=O)C)[CH2:27][S:26][C@H:17]1[O:18][C:19]1[CH:20]=[N:21][CH:22]=[C:23](Br)[CH:24]=1)(=O)C. Given the product [O:18]([C:19]1[CH:20]=[N:21][CH:22]=[C:23]([C:4]2[CH:5]=[CH:6][C:7]([F:8])=[C:2]([F:1])[CH:3]=2)[CH:24]=1)[C@@H:17]1[S:26][CH2:27][C@@H:28]([OH:34])[C@H:29]([OH:30])[C@H:16]1[OH:15], predict the reactants needed to synthesize it. (4) Given the product [Cl:19][CH2:16][CH2:17][CH2:18][O:8][C:5]1[CH:6]=[CH:7][C:2]([I:1])=[CH:3][CH:4]=1, predict the reactants needed to synthesize it. The reactants are: [I:1][C:2]1[CH:7]=[CH:6][C:5]([OH:8])=[CH:4][CH:3]=1.C(=O)([O-])[O-].[K+].[K+].Br[CH:16]([Cl:19])[CH2:17][CH3:18]. (5) Given the product [C:3]([O:7][C:8]([N:10]1[CH2:15][CH2:14][CH:13]([O:16][CH2:17][C:18]2[O:22][N:21]=[C:20]([C:23]3[CH:28]=[CH:27][C:26]([S:29][CH2:30][CH2:31][O:32][CH3:34])=[C:25]([F:33])[CH:24]=3)[N:19]=2)[CH2:12][CH2:11]1)=[O:9])([CH3:6])([CH3:4])[CH3:5], predict the reactants needed to synthesize it. The reactants are: [H-].[Na+].[C:3]([O:7][C:8]([N:10]1[CH2:15][CH2:14][CH:13]([O:16][CH2:17][C:18]2[O:22][N:21]=[C:20]([C:23]3[CH:28]=[CH:27][C:26]([S:29][CH2:30][CH2:31][OH:32])=[C:25]([F:33])[CH:24]=3)[N:19]=2)[CH2:12][CH2:11]1)=[O:9])([CH3:6])([CH3:5])[CH3:4].[CH3:34]I. (6) The reactants are: [CH:1]([C:4]1[CH:9]=[CH:8][C:7]([OH:10])=[CH:6][C:5]=1[OH:11])([CH3:3])[CH3:2].[Br-:12].[Br-].[Br-].C([N+](C)(C)C)C1C=CC=CC=1.C([N+](C)(C)C)C1C=CC=CC=1.C([N+](C)(C)C)C1C=CC=CC=1. Given the product [Br:12][C:8]1[CH:9]=[C:4]([CH:1]([CH3:3])[CH3:2])[C:5]([OH:11])=[CH:6][C:7]=1[OH:10], predict the reactants needed to synthesize it.